From a dataset of KCNQ2 potassium channel screen with 302,405 compounds. Binary Classification. Given a drug SMILES string, predict its activity (active/inactive) in a high-throughput screening assay against a specified biological target. (1) The molecule is O=C(N1CCN(CC1)c1ncccc1)/C=C\c1ccc(OC)cc1. The result is 0 (inactive). (2) The compound is O=C(N(CC(=O)Nc1cc(OCC)c(OCC)cc1)C)c1c(CCc2ccccc2)cccc1. The result is 0 (inactive). (3) The drug is O1C23OC(N)=C(C2(C(=C1C)C(OC(CC)C)=O)C(=O)c1c3cccc1)C#N. The result is 0 (inactive). (4) The drug is O=C(NC1CCN(CC1)c1n2ncnc2nc(c1Cc1ccccc1)C)C(NC(=O)C)Cc1c(OC)c(OC)ccc1. The result is 0 (inactive). (5) The molecule is S(=O)(=O)(Cc1nc(nc(Sc2ccccc2)c1)c1ccccc1)c1ccccc1. The result is 0 (inactive).